The task is: Predict the product of the given reaction.. This data is from Forward reaction prediction with 1.9M reactions from USPTO patents (1976-2016). (1) Given the reactants [Cl-:1].[Al+3].[Cl-].[Cl-].NC(N)=S.Cl.C[O:11][C:12]1[CH:21]=[CH:20][CH:19]=[C:18]2[C:13]=1[CH2:14][CH2:15][C@H:16]([N:22]([CH2:30][CH2:31][CH3:32])[CH2:23][CH2:24][C:25]1[S:26][CH:27]=[CH:28][CH:29]=1)[CH2:17]2.N, predict the reaction product. The product is: [CH3:32][CH2:31][CH2:30][N:22]([C@@H:16]1[CH2:17][C:18]2[CH:19]=[CH:20][CH:21]=[C:12]([OH:11])[C:13]=2[CH2:14][CH2:15]1)[CH2:23][CH2:24][C:25]1[S:26][CH:27]=[CH:28][CH:29]=1.[ClH:1]. (2) Given the reactants Br[C:2]1[CH:7]=[CH:6][C:5]([N:8]2[C:16]3[CH2:15][CH2:14][CH2:13][CH2:12][C:11]=3[C:10]([C:17]([F:20])([F:19])[F:18])=[N:9]2)=[CH:4][CH:3]=1.IC1C=CC(N2C3CCCCC=3C(C(F)(F)F)=N2)=CC=1.C([Li])CCC.CN([O:56][CH3:57])[C:48]([C:50]1[N:51]([CH3:55])[CH:52]=[CH:53][N:54]=1)=[O:49].C1C[O:61]CC1, predict the reaction product. The product is: [CH:57]([OH:56])=[O:61].[CH3:55][N:51]1[CH:52]=[CH:53][N:54]=[C:50]1[C:48]([C:2]1[CH:7]=[CH:6][C:5]([N:8]2[C:16]3[CH2:15][CH2:14][CH2:13][CH2:12][C:11]=3[C:10]([C:17]([F:20])([F:19])[F:18])=[N:9]2)=[CH:4][CH:3]=1)=[O:49]. (3) Given the reactants [CH2:1]([C:4]1[CH:9]=[CH:8][C:7](OB(O)O)=[CH:6][CH:5]=1)[CH2:2][CH3:3].Br[C:15]1[CH:20]=[C:19]([F:21])[CH:18]=[C:17]([Cl:22])[CH:16]=1.C(=O)([O-])[O-].[Na+].[Na+].C1(C)C=CC=CC=1.C(O)C.O, predict the reaction product. The product is: [CH2:1]([C:4]1[CH:9]=[CH:8][C:7]([C:15]2[CH:20]=[C:19]([F:21])[CH:18]=[C:17]([Cl:22])[CH:16]=2)=[CH:6][CH:5]=1)[CH2:2][CH3:3].